The task is: Predict the reaction yield, written as a fraction of the theoretical maximum amount of product (1.0 means a 100% yield; for example, 0.34 means a 34% yield).. This data is from Reaction yield outcomes from USPTO patents with 853,638 reactions. (1) The reactants are [Cl-].[C:2]([C@H:5]1[CH2:10][CH2:9][NH2+:8][CH2:7][C@H:6]1[CH3:11])([OH:4])=[O:3].[CH3:12][C:13]([O:16][C:17](O[C:17]([O:16][C:13]([CH3:15])([CH3:14])[CH3:12])=[O:18])=[O:18])([CH3:15])[CH3:14].[OH-].[Na+]. The catalyst is O. The product is [C:13]([O:16][C:17]([N:8]1[CH2:9][CH2:10][C@H:5]([C:2]([OH:4])=[O:3])[C@H:6]([CH3:11])[CH2:7]1)=[O:18])([CH3:15])([CH3:14])[CH3:12]. The yield is 0.900. (2) The yield is 0.360. The catalyst is O1CCOCC1. The reactants are [NH2:1][CH:2]([CH3:7])[CH2:3][C:4]([OH:6])=[O:5].O.[OH-].[Na+].[CH3:11][O:12][C:13]1[CH:18]=[C:17]([CH2:19][O:20][C:21](Cl)=[O:22])[C:16]([N+:24]([O-:26])=[O:25])=[CH:15][C:14]=1[O:27][CH3:28]. The product is [CH3:28][O:27][C:14]1[C:13]([O:12][CH3:11])=[CH:18][C:17]([CH2:19][O:20][C:21]([NH:1][CH:2]([CH3:7])[CH2:3][C:4]([OH:6])=[O:5])=[O:22])=[C:16]([N+:24]([O-:26])=[O:25])[CH:15]=1. (3) The reactants are Cl.[CH3:2][O:3][C:4]1[CH:5]=[C:6]2[C:11](=[C:12]([N:14]3[CH2:19][CH2:18][N:17]([CH3:20])[CH2:16][CH2:15]3)[CH:13]=1)[O:10][CH:9]([C:21](O)=[O:22])[CH2:8][CH2:7]2.[CH3:24][N:25]([CH3:41])[C:26]([N:28]1[CH2:33][CH2:32][N:31]([C:34]2[CH:39]=[CH:38][C:37]([NH2:40])=[CH:36][CH:35]=2)[CH2:30][CH2:29]1)=[O:27]. No catalyst specified. The product is [CH3:2][O:3][C:4]1[CH:5]=[C:6]2[C:11](=[C:12]([N:14]3[CH2:15][CH2:16][N:17]([CH3:20])[CH2:18][CH2:19]3)[CH:13]=1)[O:10][CH:9]([C:21]([NH:40][C:37]1[CH:38]=[CH:39][C:34]([N:31]3[CH2:30][CH2:29][N:28]([C:26]([N:25]([CH3:41])[CH3:24])=[O:27])[CH2:33][CH2:32]3)=[CH:35][CH:36]=1)=[O:22])[CH2:8][CH2:7]2. The yield is 0.580.